This data is from Drug-target binding data from BindingDB using IC50 measurements. The task is: Regression. Given a target protein amino acid sequence and a drug SMILES string, predict the binding affinity score between them. We predict pIC50 (pIC50 = -log10(IC50 in M); higher means more potent). Dataset: bindingdb_ic50. The compound is C[C@]12CC[C@H]3[C@@H](CC(=O)C4=C[C@@H](O)CC[C@@]43C)[C@@H]1CCC2=O. The target protein (P05804) has sequence MLRPVETPTREIKKLDGLWAFSLDRENCGIDQRWWESALQESRAIAVPGSFNDQFADADIRNYAGNVWYQREVFIPKGWAGQRIVLRFDAVTHYGKVWVNNQEVMEHQGGYTPFEADVTPYVIAGKSVRITVCVNNELNWQTIPPGMVITDENGKKKQSYFHDFFNYAGIHRSVMLYTTPNTWVDDITVVTHVAQDCNHASVDWQVVANGDVSVELRDADQQVVATGQGTSGTLQVVNPHLWQPGEGYLYELCVTAKSQTECDIYPLRVGIRSVAVKGEQFLINHKPFYFTGFGRHEDADLRGKGFDNVLMVHDHALMDWIGANSYRTSHYPYAEEMLDWADEHGIVVIDETAAVGFNLSLGIGFEAGNKPKELYSEEAVNGETQQAHLQAIKELIARDKNHPSVVMWSIANEPDTRPQGAREYFAPLAEATRKLDPTRPITCVNVMFCDAHTDTISDLFDVLCLNRYYGWYVQSGDLETAEKVLEKELLAWQEKLHQPI.... The pIC50 is 3.6.